Predict the reactants needed to synthesize the given product. From a dataset of Full USPTO retrosynthesis dataset with 1.9M reactions from patents (1976-2016). (1) Given the product [F:20][C:2]([F:1])([F:19])[CH2:3][C:4]1[N:5]([CH2:28][C:29]2[N:33]=[C:32]([C:34]3[CH:39]=[CH:38][CH:37]=[C:36]([C:40]([F:43])([F:41])[F:42])[CH:35]=3)[O:31][N:30]=2)[C:6]2[C:11]([CH:12]=1)=[C:10]([C:13]([F:16])([F:15])[F:14])[C:9]([C:17]#[N:18])=[CH:8][CH:7]=2, predict the reactants needed to synthesize it. The reactants are: [F:1][C:2]([F:20])([F:19])[CH2:3][C:4]1[NH:5][C:6]2[C:11]([CH:12]=1)=[C:10]([C:13]([F:16])([F:15])[F:14])[C:9]([C:17]#[N:18])=[CH:8][CH:7]=2.C([O-])([O-])=O.[K+].[K+].Cl[CH2:28][C:29]1[N:33]=[C:32]([C:34]2[CH:39]=[CH:38][CH:37]=[C:36]([C:40]([F:43])([F:42])[F:41])[CH:35]=2)[O:31][N:30]=1.CC#N. (2) Given the product [CH3:1][C:2]1[N:6]=[C:5]([CH3:7])[N:4]([C:8]2[CH:13]=[C:12]([C@@H:14]3[CH2:16][C@H:15]3[C:17]3[N:21]([CH3:22])[C:20]4[CH:23]=[CH:24][CH:25]=[CH:26][C:19]=4[N:18]=3)[N:11]=[C:10]([C:27]([NH2:28])=[O:31])[N:9]=2)[N:3]=1, predict the reactants needed to synthesize it. The reactants are: [CH3:1][C:2]1[N:6]=[C:5]([CH3:7])[N:4]([C:8]2[CH:13]=[C:12]([C@@H:14]3[CH2:16][C@H:15]3[C:17]3[N:21]([CH3:22])[C:20]4[CH:23]=[CH:24][CH:25]=[CH:26][C:19]=4[N:18]=3)[N:11]=[C:10]([C:27]#[N:28])[N:9]=2)[N:3]=1.Cl.C([O-])(O)=[O:31].[Na+]. (3) Given the product [CH3:1][C@@H:2]1[NH:3][CH2:4][CH2:5][N:6]([C:13]([O:12][C:9]([CH3:11])([CH3:10])[CH3:8])=[O:14])[CH2:7]1, predict the reactants needed to synthesize it. The reactants are: [CH3:1][C@H:2]1[CH2:7][NH:6][CH2:5][CH2:4][NH:3]1.[CH3:8][C:9]([O:12][C:13](ON=C(C1C=CC=CC=1)C#N)=[O:14])([CH3:11])[CH3:10]. (4) Given the product [CH3:29][O:30][C:31]1[CH:32]=[C:33]([S:39]([N:11]2[C:12]3[C:8](=[C:7]4[CH2:1][NH:2][CH2:3][CH2:4][O:5][C:6]4=[CH:14][CH:13]=3)[CH:9]=[CH:10]2)(=[O:40])=[O:41])[CH:34]=[CH:35][C:36]=1[O:37][CH3:38], predict the reactants needed to synthesize it. The reactants are: [CH2:1]1[C:7]2=[C:8]3[C:12](=[CH:13][CH:14]=[C:6]2[O:5][CH2:4][CH2:3][N:2]1C(OC(C)(C)C)=O)[NH:11][CH:10]=[CH:9]3.[H-].[Na+].CN(C=O)C.[CH3:29][O:30][C:31]1[CH:32]=[C:33]([S:39](Cl)(=[O:41])=[O:40])[CH:34]=[CH:35][C:36]=1[O:37][CH3:38]. (5) The reactants are: [C:1]([O:5][C:6]([N:8]1[CH2:13][CH2:12][CH:11]([C:14]2[N:18]([C:19]3[CH:24]=[CH:23][C:22]([O:25][C:26]4[CH:31]=[CH:30][CH:29]=[CH:28][CH:27]=4)=[CH:21][CH:20]=3)[N:17]=[C:16]([C:32]([OH:34])=O)[CH:15]=2)[CH2:10][CH2:9]1)=[O:7])([CH3:4])([CH3:3])[CH3:2].C[N:36](C(ON1N=NC2C=CC=NC1=2)=[N+](C)C)C.F[P-](F)(F)(F)(F)F.CCN(C(C)C)C(C)C.[NH4+].[Cl-]. Given the product [C:1]([O:5][C:6]([N:8]1[CH2:13][CH2:12][CH:11]([C:14]2[N:18]([C:19]3[CH:20]=[CH:21][C:22]([O:25][C:26]4[CH:31]=[CH:30][CH:29]=[CH:28][CH:27]=4)=[CH:23][CH:24]=3)[N:17]=[C:16]([C:32](=[O:34])[NH2:36])[CH:15]=2)[CH2:10][CH2:9]1)=[O:7])([CH3:2])([CH3:4])[CH3:3], predict the reactants needed to synthesize it. (6) Given the product [CH2:4]([C:3]1[N:17]=[C:16]([C:11]2[CH:12]=[CH:13][CH:14]=[CH:15][C:10]=2[NH2:9])[S:18][CH:2]=1)[CH:5]([CH3:7])[CH3:6], predict the reactants needed to synthesize it. The reactants are: Br[CH2:2][C:3](=O)[CH2:4][CH:5]([CH3:7])[CH3:6].[NH2:9][C:10]1[CH:15]=[CH:14][CH:13]=[CH:12][C:11]=1[C:16](=[S:18])[NH2:17]. (7) Given the product [CH:16]1([C:8]2([C:11]([O:13][CH2:14][CH3:15])=[O:12])[CH2:9][CH2:10][N:5]([C:3](=[O:4])[C@H:2]([NH:1][C:47]([NH:67][CH2:66][CH2:65][CH2:64][C:62]3[NH:61][CH:60]=[N:59][CH:63]=3)=[O:49])[CH2:22][C:23]3[CH:28]=[CH:27][C:26]([O:29][CH3:30])=[CH:25][CH:24]=3)[CH2:6][CH2:7]2)[CH2:21][CH2:20][CH2:19][CH2:18][CH2:17]1, predict the reactants needed to synthesize it. The reactants are: [NH2:1][C@H:2]([CH2:22][C:23]1[CH:28]=[CH:27][C:26]([O:29][CH3:30])=[CH:25][CH:24]=1)[C:3]([N:5]1[CH2:10][CH2:9][C:8]([CH:16]2[CH2:21][CH2:20][CH2:19][CH2:18][CH2:17]2)([C:11]([O:13][CH2:14][CH3:15])=[O:12])[CH2:7][CH2:6]1)=[O:4].ClC(OC1C=CC([N+]([O-])=O)=CC=1)=O.N.FC(F)(F)[C:47]([OH:49])=O.FC(F)(F)C(O)=O.[NH:59]1[CH:63]=[C:62]([CH2:64][CH2:65][CH2:66][NH2:67])[N:61]=[CH:60]1.